From a dataset of Full USPTO retrosynthesis dataset with 1.9M reactions from patents (1976-2016). Predict the reactants needed to synthesize the given product. (1) Given the product [C:1]([O:4][CH2:5][C:6]1[O:8][N:9]=[C:10]([C:11]2[CH:16]=[CH:15][C:14]([C:17]([CH3:35])([C:21]3[CH:22]=[CH:23][C:24]([O:27][CH2:28][C:29]4[CH:34]=[CH:33][CH:32]=[CH:31][N:30]=4)=[CH:25][CH:26]=3)[CH:18]([CH3:20])[CH3:19])=[CH:13][CH:12]=2)[N:36]=1)(=[O:3])[CH3:2], predict the reactants needed to synthesize it. The reactants are: [C:1]([O:4][CH2:5][C:6]([O:8]/[N:9]=[C:10](/[NH2:36])\[C:11]1[CH:16]=[CH:15][C:14]([C:17]([CH3:35])([C:21]2[CH:26]=[CH:25][C:24]([O:27][CH2:28][C:29]3[CH:34]=[CH:33][CH:32]=[CH:31][N:30]=3)=[CH:23][CH:22]=2)[CH:18]([CH3:20])[CH3:19])=[CH:13][CH:12]=1)=O)(=[O:3])[CH3:2]. (2) Given the product [Br:1][C:2]1[CH:3]=[C:4]2[C:9](=[CH:10][CH:11]=1)[N:8]=[C:7]([C:12]([N:16]([CH3:17])[CH3:15])=[O:14])[CH:6]=[CH:5]2, predict the reactants needed to synthesize it. The reactants are: [Br:1][C:2]1[CH:3]=[C:4]2[C:9](=[CH:10][CH:11]=1)[N:8]=[C:7]([C:12]([OH:14])=O)[CH:6]=[CH:5]2.[CH3:15][N:16](C=O)[CH3:17].C(Cl)(=O)C(Cl)=O. (3) Given the product [CH3:6][NH:7][C:9]1[CH:10]=[N:11][CH:12]=[C:13]([N:17]2[CH2:22][CH2:21][O:20][CH2:19][CH2:18]2)[CH:14]=1, predict the reactants needed to synthesize it. The reactants are: C(O[C:6](=O)[N:7]([C:9]1[CH:10]=[N:11][CH:12]=[C:13](Br)[CH:14]=1)C)(C)(C)C.[NH:17]1[CH2:22][CH2:21][O:20][CH2:19][CH2:18]1.C1C=CC(P(C2C(C3C(P(C4C=CC=CC=4)C4C=CC=CC=4)=CC=C4C=3C=CC=C4)=C3C(C=CC=C3)=CC=2)C2C=CC=CC=2)=CC=1.C([O-])([O-])=O.[Cs+].[Cs+].C(O)(C(F)(F)F)=O. (4) Given the product [OH:10][C:7]1[CH:8]=[CH:9][N:3]2[N:4]=[CH:5][CH:6]=[C:2]2[N:1]=1, predict the reactants needed to synthesize it. The reactants are: [NH2:1][C:2]1[CH:6]=[CH:5][NH:4][N:3]=1.[C:7](OCC)(=[O:10])[C:8]#[CH:9].C1(C)C=CC=CC=1. (5) Given the product [Br:30][C:31]1[C:16]([N:13]2[CH2:12][CH2:11][N:10]([CH2:9][C:7]3[N:8]=[C:4]([CH:1]([CH3:2])[CH3:3])[S:5][CH:6]=3)[CH2:15][CH2:14]2)=[C:33]([N+:38]([O-:40])=[O:39])[C:34]([NH2:37])=[N:35][CH:36]=1, predict the reactants needed to synthesize it. The reactants are: [CH:1]([C:4]1[S:5][CH:6]=[C:7]([CH2:9][N:10]2[CH2:15][CH2:14][N:13]([C:16](OC(C)(C)C)=O)[CH2:12][CH2:11]2)[N:8]=1)([CH3:3])[CH3:2].C(O)(C(F)(F)F)=O.[Br:30][C:31]1C(Cl)=[C:33]([N+:38]([O-:40])=[O:39])[C:34]([NH2:37])=[N:35][CH:36]=1. (6) Given the product [CH3:21][C:22]1[C:30]2[N:29]=[C:28]([CH2:31][CH2:32][CH3:33])[N:27]([CH2:2][C:3]3[CH:20]=[CH:19][C:6]4/[C:7](=[CH:16]\[C:17]#[N:18])/[C:8]5[CH:15]=[CH:14][CH:13]=[CH:12][C:9]=5[O:10][CH2:11][C:5]=4[CH:4]=3)[C:26]=2[CH:25]=[CH:24][CH:23]=1, predict the reactants needed to synthesize it. The reactants are: Br[CH2:2][C:3]1[CH:20]=[CH:19][C:6]2/[C:7](=[CH:16]\[C:17]#[N:18])/[C:8]3[CH:15]=[CH:14][CH:13]=[CH:12][C:9]=3[O:10][CH2:11][C:5]=2[CH:4]=1.[CH3:21][C:22]1[C:30]2[NH:29][C:28]([CH2:31][CH2:32][CH3:33])=[N:27][C:26]=2[CH:25]=[CH:24][CH:23]=1.